Dataset: Catalyst prediction with 721,799 reactions and 888 catalyst types from USPTO. Task: Predict which catalyst facilitates the given reaction. (1) The catalyst class is: 28. Reactant: ClC1C=C(Cl)C=CC=1C1N=C([C@@H](NC([C@H]2CC[C@H](CC)CC2)=O)CC2C=CC(O)=CC=2)NC=1.C[O:35][C:36](=[O:43])[C@H:37]([CH2:39][CH2:40][S:41][CH3:42])[NH2:38].COC(=O)[C@](S)(N[C:52](=[O:91])[CH2:53][CH2:54][CH2:55][CH2:56][CH2:57][N:58]1[CH:62]=[C:61]([C:63]2[CH:68]=[CH:67][C:66]([Cl:69])=[CH:65][C:64]=2[Cl:70])[N:60]=[C:59]1[C@@H:71]([NH:80][C:81]([CH:83]1[CH2:88][CH2:87][CH:86]([CH2:89][CH3:90])[CH2:85][CH2:84]1)=[O:82])[CH2:72][C:73]1[CH:78]=[CH:77][C:76]([OH:79])=[CH:75][CH:74]=1)CCC.I[C:95]1[CH:104]=[CH:103][C:98]([C:99]([O:101]C)=[O:100])=[CH:97][CH:96]=1. Product: [C:36]([C@@H:37]([NH:38][C:52]([CH2:53][CH2:54][CH2:55][CH2:56][CH2:57][N:58]1[CH:62]=[C:61]([C:63]2[CH:68]=[CH:67][C:66]([Cl:69])=[CH:65][C:64]=2[Cl:70])[N:60]=[C:59]1[C@@H:71]([NH:80][C:81]([C@H:83]1[CH2:84][CH2:85][C@H:86]([CH2:89][CH3:90])[CH2:87][CH2:88]1)=[O:82])[CH2:72][C:73]1[CH:74]=[CH:75][C:76]([O:79][C:95]2[CH:104]=[CH:103][C:98]([C:99]([OH:101])=[O:100])=[CH:97][CH:96]=2)=[CH:77][CH:78]=1)=[O:91])[CH2:39][CH2:40][S:41][CH3:42])([OH:35])=[O:43]. (2) Reactant: [H-].[Al+3].[Li+].[H-].[H-].[H-].[Cl:7][C:8]1[CH:16]=[C:15]2[C:11]([C:12]([CH2:35][CH:36]([CH3:38])[CH3:37])=[CH:13][N:14]2[C:17]2[S:18][CH:19]=[C:20]([C:22]3[NH:26][C:25]4[CH:27]=[CH:28][CH:29]=[C:30]([C:31](OC)=[O:32])[C:24]=4[N:23]=3)[N:21]=2)=[CH:10][CH:9]=1.[OH-].[Na+].C(OCC)(=O)C. Product: [Cl:7][C:8]1[CH:16]=[C:15]2[C:11]([C:12]([CH2:35][CH:36]([CH3:38])[CH3:37])=[CH:13][N:14]2[C:17]2[S:18][CH:19]=[C:20]([C:22]3[NH:26][C:25]4[CH:27]=[CH:28][CH:29]=[C:30]([CH2:31][OH:32])[C:24]=4[N:23]=3)[N:21]=2)=[CH:10][CH:9]=1. The catalyst class is: 1.